Task: Regression. Given two drug SMILES strings and cell line genomic features, predict the synergy score measuring deviation from expected non-interaction effect.. Dataset: NCI-60 drug combinations with 297,098 pairs across 59 cell lines (1) Drug 1: CN(C(=O)NC(C=O)C(C(C(CO)O)O)O)N=O. Drug 2: CC12CCC3C(C1CCC2OP(=O)(O)O)CCC4=C3C=CC(=C4)OC(=O)N(CCCl)CCCl.[Na+]. Cell line: UACC-257. Synergy scores: CSS=8.98, Synergy_ZIP=-2.49, Synergy_Bliss=-0.232, Synergy_Loewe=-0.654, Synergy_HSA=-0.612. (2) Drug 1: C1=C(C(=O)NC(=O)N1)F. Drug 2: CC=C1C(=O)NC(C(=O)OC2CC(=O)NC(C(=O)NC(CSSCCC=C2)C(=O)N1)C(C)C)C(C)C. Cell line: U251. Synergy scores: CSS=82.1, Synergy_ZIP=-12.1, Synergy_Bliss=-10.4, Synergy_Loewe=-10.3, Synergy_HSA=-7.25. (3) Drug 1: CC1=C(C(=CC=C1)Cl)NC(=O)C2=CN=C(S2)NC3=CC(=NC(=N3)C)N4CCN(CC4)CCO. Drug 2: C1CC(=O)NC(=O)C1N2C(=O)C3=CC=CC=C3C2=O. Cell line: SN12C. Synergy scores: CSS=24.3, Synergy_ZIP=-4.05, Synergy_Bliss=1.60, Synergy_Loewe=-8.39, Synergy_HSA=0.668. (4) Drug 1: C1=C(C(=O)NC(=O)N1)F. Drug 2: CCN(CC)CCNC(=O)C1=C(NC(=C1C)C=C2C3=C(C=CC(=C3)F)NC2=O)C. Cell line: HOP-62. Synergy scores: CSS=35.8, Synergy_ZIP=-6.88, Synergy_Bliss=-4.18, Synergy_Loewe=-5.24, Synergy_HSA=-5.37. (5) Cell line: HOP-92. Synergy scores: CSS=6.23, Synergy_ZIP=-1.07, Synergy_Bliss=0.861, Synergy_Loewe=1.76, Synergy_HSA=0.834. Drug 2: CC(C)CN1C=NC2=C1C3=CC=CC=C3N=C2N. Drug 1: C1CCC(C1)C(CC#N)N2C=C(C=N2)C3=C4C=CNC4=NC=N3.